Dataset: Full USPTO retrosynthesis dataset with 1.9M reactions from patents (1976-2016). Task: Predict the reactants needed to synthesize the given product. (1) The reactants are: [CH3:1][O:2][C:3](=[O:12])[C:4]1[CH:9]=[CH:8][C:7]([CH2:10][OH:11])=[CH:6][CH:5]=1.B(F)(F)F.[CH3:17][CH2:18][O:19]CC.C(OCC)(=O)C. Given the product [CH3:1][O:2][C:3](=[O:12])[C:4]1[CH:9]=[CH:8][C:7]([CH2:10][O:11][CH2:17][CH2:18][OH:19])=[CH:6][CH:5]=1, predict the reactants needed to synthesize it. (2) Given the product [CH3:1][O:2][C:3](=[O:12])[C:4]1[CH:9]=[CH:8][C:7]([NH:19][CH2:18][C:17]2[CH:20]=[CH:21][C:14]([Cl:13])=[CH:15][CH:16]=2)=[N:6][C:5]=1[F:11], predict the reactants needed to synthesize it. The reactants are: [CH3:1][O:2][C:3](=[O:12])[C:4]1[CH:9]=[CH:8][C:7](F)=[N:6][C:5]=1[F:11].[Cl:13][C:14]1[CH:21]=[CH:20][C:17]([CH2:18][NH2:19])=[CH:16][CH:15]=1.O. (3) Given the product [C:29]([O:32][C:15]1[CH:16]=[C:17]2[C:12](=[CH:13][CH:14]=1)[NH:11][C:10]([C:18]([O:20][CH2:21][CH3:22])=[O:19])=[CH:9]2)(=[O:31])[CH3:30], predict the reactants needed to synthesize it. The reactants are: C(O[C:9]1[C:17]2[C:12](=[CH:13][CH:14]=[CH:15][CH:16]=2)[NH:11][C:10]=1[C:18]([O:20][CH2:21][CH3:22])=[O:19])C1C=CC=CC=1.C1CCCCC=1.[C:29]([O:32]CC)(=[O:31])[CH3:30]. (4) Given the product [CH3:1][C:2]1([CH3:22])[O:6][CH:5]([CH2:7][O:8][C:9]2[CH:14]=[CH:13][C:12]([NH2:15])=[C:11]([C:18]([F:21])([F:19])[F:20])[CH:10]=2)[CH2:4][O:3]1, predict the reactants needed to synthesize it. The reactants are: [CH3:1][C:2]1([CH3:22])[O:6][CH:5]([CH2:7][O:8][C:9]2[CH:14]=[CH:13][C:12]([N+:15]([O-])=O)=[C:11]([C:18]([F:21])([F:20])[F:19])[CH:10]=2)[CH2:4][O:3]1. (5) Given the product [CH3:1][O:2][CH2:3][CH2:4][CH2:5][O:6][C:7]1[CH:15]=[CH:14][CH:13]=[CH:12][C:8]=1[C:9]([NH:23][CH2:24][C@H:25]([CH:42]([CH3:44])[CH3:43])[CH2:26][C@H:27]1[CH2:31][O:30][C:29]([CH3:33])([CH3:32])[N:28]1[NH:34][C:35]([O:37][C:38]([CH3:41])([CH3:40])[CH3:39])=[O:36])=[O:11], predict the reactants needed to synthesize it. The reactants are: [CH3:1][O:2][CH2:3][CH2:4][CH2:5][O:6][C:7]1[CH:15]=[CH:14][CH:13]=[CH:12][C:8]=1[C:9]([OH:11])=O.C(N(CC)CC)C.[NH2:23][CH2:24][C@H:25]([CH:42]([CH3:44])[CH3:43])[CH2:26][C@H:27]1[CH2:31][O:30][C:29]([CH3:33])([CH3:32])[N:28]1[NH:34][C:35]([O:37][C:38]([CH3:41])([CH3:40])[CH3:39])=[O:36].[OH-].[Na+]. (6) Given the product [C:39]([N:28]1[CH2:27][CH2:26][C:25]2[C:30](=[CH:31][C:22]([N:7]3[C:8]([NH:10][C:11]([NH:13][C:14]4[CH:19]=[CH:18][CH:17]=[C:16]([Cl:20])[C:15]=4[Cl:21])=[O:12])=[CH:9][C:5]([C:1]([CH3:4])([CH3:2])[CH3:3])=[N:6]3)=[CH:23][CH:24]=2)[CH2:29]1)(=[O:41])[CH3:40], predict the reactants needed to synthesize it. The reactants are: [C:1]([C:5]1[CH:9]=[C:8]([NH:10][C:11]([NH:13][C:14]2[CH:19]=[CH:18][CH:17]=[C:16]([Cl:20])[C:15]=2[Cl:21])=[O:12])[N:7]([C:22]2[CH:31]=[C:30]3[C:25]([CH2:26][CH2:27][NH:28][CH2:29]3)=[CH:24][CH:23]=2)[N:6]=1)([CH3:4])([CH3:3])[CH3:2].C(N(CC)CC)C.[C:39](Cl)(=[O:41])[CH3:40]. (7) Given the product [C:1]([O:5][C:6]([N:8]1[CH2:12][CH2:11][CH:10]([CH2:13][CH2:14][C:15]2[CH:20]=[CH:19][C:18]([NH:21][C:56](=[O:57])[C:55]3[CH:59]=[CH:60][C:52]([Cl:51])=[CH:53][CH:54]=3)=[CH:17][CH:16]=2)[CH2:9]1)=[O:7])([CH3:4])([CH3:2])[CH3:3], predict the reactants needed to synthesize it. The reactants are: [C:1]([O:5][C:6]([N:8]1[CH2:12][CH2:11][CH:10]([CH2:13][CH2:14][C:15]2[CH:20]=[CH:19][C:18]([NH2:21])=[CH:17][CH:16]=2)[CH2:9]1)=[O:7])([CH3:4])([CH3:3])[CH3:2].CN1CCOCC1.CN(C(ON1N=NC2C=CC=CC1=2)=[N+](C)C)C.[B-](F)(F)(F)F.[Cl:51][C:52]1[CH:60]=[CH:59][C:55]([C:56](O)=[O:57])=[CH:54][CH:53]=1. (8) Given the product [Br:15][C:13]1[C:4]([CH:1]2[CH2:3][CH2:2]2)=[CH:5][C:6]([OH:14])=[C:7]([CH:12]=1)[C:8]([O:10][CH3:11])=[O:9], predict the reactants needed to synthesize it. The reactants are: [CH:1]1([C:4]2[CH:13]=[CH:12][C:7]([C:8]([O:10][CH3:11])=[O:9])=[C:6]([OH:14])[CH:5]=2)[CH2:3][CH2:2]1.[Br:15]Br. (9) The reactants are: [C@H:1]12[CH2:7][C@H:4]([NH:5][CH2:6]1)[CH2:3][N:2]2[C:8]1[CH:13]=[C:12]([F:14])[C:11]([C:15]2[N:20]3[N:21]=[C:22]([C:33]4[CH:38]=[CH:37][N:36]=[CH:35][CH:34]=4)[C:23]([C:24]4[CH:32]=[CH:31][CH:30]=[C:29]5[C:25]=4[CH:26]=[N:27][NH:28]5)=[C:19]3[N:18]=[CH:17][CH:16]=2)=[C:10]([F:39])[CH:9]=1.[CH2:40]=O.[Na]. Given the product [F:39][C:10]1[CH:9]=[C:8]([N:2]2[CH2:3][C@@H:4]3[CH2:7][C@H:1]2[CH2:6][N:5]3[CH3:40])[CH:13]=[C:12]([F:14])[C:11]=1[C:15]1[N:20]2[N:21]=[C:22]([C:33]3[CH:38]=[CH:37][N:36]=[CH:35][CH:34]=3)[C:23]([C:24]3[CH:32]=[CH:31][CH:30]=[C:29]4[C:25]=3[CH:26]=[N:27][NH:28]4)=[C:19]2[N:18]=[CH:17][CH:16]=1, predict the reactants needed to synthesize it.